From a dataset of Reaction yield outcomes from USPTO patents with 853,638 reactions. Predict the reaction yield, written as a fraction of the theoretical maximum amount of product (1.0 means a 100% yield; for example, 0.34 means a 34% yield). The reactants are [NH2:1][C@@H:2]1[CH2:7][CH2:6][CH2:5][N:4]([C:8]([O:10][C:11]([CH3:14])([CH3:13])[CH3:12])=[O:9])[CH2:3]1.CCN(CC)CC.[Cl:22][CH2:23][CH2:24][N:25]=[C:26]=[O:27]. The catalyst is C(Cl)Cl. The product is [Cl:22][CH2:23][CH2:24][NH:25][C:26](=[O:27])[NH:1][C@@H:2]1[CH2:7][CH2:6][CH2:5][N:4]([C:8]([O:10][C:11]([CH3:14])([CH3:13])[CH3:12])=[O:9])[CH2:3]1. The yield is 0.815.